Dataset: NCI-60 drug combinations with 297,098 pairs across 59 cell lines. Task: Regression. Given two drug SMILES strings and cell line genomic features, predict the synergy score measuring deviation from expected non-interaction effect. Drug 1: CC1=CC2C(CCC3(C2CCC3(C(=O)C)OC(=O)C)C)C4(C1=CC(=O)CC4)C. Drug 2: CC1=CC=C(C=C1)C2=CC(=NN2C3=CC=C(C=C3)S(=O)(=O)N)C(F)(F)F. Cell line: LOX IMVI. Synergy scores: CSS=3.95, Synergy_ZIP=-0.950, Synergy_Bliss=-0.0582, Synergy_Loewe=0.748, Synergy_HSA=1.06.